Dataset: Catalyst prediction with 721,799 reactions and 888 catalyst types from USPTO. Task: Predict which catalyst facilitates the given reaction. (1) Reactant: [NH2:1][C@@H:2]([CH2:7][C:8]1[CH:13]=[C:12]([O:14][CH3:15])[C:11]([C:16]2[CH:21]=[CH:20][CH:19]=[CH:18][CH:17]=2)=[C:10]([O:22][CH3:23])[CH:9]=1)[C:3]([O:5][CH3:6])=[O:4].[C:24]1(=O)[C:27]2([CH2:32][CH2:31][O:30][CH2:29][CH2:28]2)[C:26](=[O:33])[CH2:25]1. Product: [O:33]=[C:26]1[C:27]2([CH2:32][CH2:31][O:30][CH2:29][CH2:28]2)[C:24]([NH:1][C@@H:2]([CH2:7][C:8]2[CH:9]=[C:10]([O:22][CH3:23])[C:11]([C:16]3[CH:21]=[CH:20][CH:19]=[CH:18][CH:17]=3)=[C:12]([O:14][CH3:15])[CH:13]=2)[C:3]([O:5][CH3:6])=[O:4])=[CH:25]1. The catalyst class is: 2. (2) The catalyst class is: 36. Reactant: C[O:2][C:3]([C:5]1[C:10]([CH3:11])=[CH:9][C:8]([C:12]2[CH:17]=[CH:16][CH:15]=[C:14]([C:18]([F:21])([F:20])[F:19])[CH:13]=2)=[CH:7][C:6]=1[C:22]1[CH:23]=[N:24][CH:25]=[N:26][CH:27]=1)=[O:4].[OH-].[Li+].Cl.O. Product: [CH3:11][C:10]1[C:5]([C:3]([OH:4])=[O:2])=[C:6]([C:22]2[CH:23]=[N:24][CH:25]=[N:26][CH:27]=2)[CH:7]=[C:8]([C:12]2[CH:17]=[CH:16][CH:15]=[C:14]([C:18]([F:20])([F:21])[F:19])[CH:13]=2)[CH:9]=1. (3) Reactant: [Cl:1][C:2]1[CH:7]=[CH:6][C:5]([C:8]2[C:9]([CH3:14])=[N:10][NH:11][C:12]=2[NH2:13])=[CH:4][CH:3]=1.[CH3:15][O:16][C:17]1[CH:22]=[CH:21][C:20]([C:23](=O)[CH2:24][C:25](OC)=[O:26])=[CH:19][CH:18]=1. Product: [Cl:1][C:2]1[CH:3]=[CH:4][C:5]([C:8]2[C:9]([CH3:14])=[N:10][N:11]3[C:25](=[O:26])[CH:24]=[C:23]([C:20]4[CH:19]=[CH:18][C:17]([O:16][CH3:15])=[CH:22][CH:21]=4)[NH:13][C:12]=23)=[CH:6][CH:7]=1. The catalyst class is: 52. (4) Reactant: Br[C:2]1[CH:18]=[CH:17][C:5]2[S:6][C:7]([C:10]3[CH:15]=[CH:14][N:13]=[C:12]([NH2:16])[N:11]=3)=[C:8]([CH3:9])[C:4]=2[CH:3]=1. Product: [CH2:8]([C:2]1[CH:18]=[CH:17][C:5]2[S:6][C:7]([C:10]3[CH:15]=[CH:14][N:13]=[C:12]([NH2:16])[N:11]=3)=[C:8]([CH3:9])[C:4]=2[CH:3]=1)[C:4]1[CH:5]=[CH:17][CH:18]=[CH:2][CH:3]=1. The catalyst class is: 540. (5) Reactant: [CH:1]([C:3]1[C:4]([C:27]([F:30])([F:29])[F:28])=[N:5][N:6]([CH2:8][C:9]([NH:11][C:12]2[S:16][C:15]3[CH2:17][CH2:18][CH2:19][CH2:20][C:14]=3[C:13]=2[C:21]([NH:23][CH2:24][CH2:25][OH:26])=[O:22])=[O:10])[CH:7]=1)=O.[F:31][C:32]([F:36])([F:35])[CH2:33][NH2:34].C(O[BH-](OC(=O)C)OC(=O)C)(=O)C.[Na+]. Product: [OH:26][CH2:25][CH2:24][NH:23][C:21]([C:13]1[C:14]2[CH2:20][CH2:19][CH2:18][CH2:17][C:15]=2[S:16][C:12]=1[NH:11][C:9](=[O:10])[CH2:8][N:6]1[CH:7]=[C:3]([CH2:1][NH:34][CH2:33][C:32]([F:36])([F:35])[F:31])[C:4]([C:27]([F:29])([F:30])[F:28])=[N:5]1)=[O:22]. The catalyst class is: 699. (6) Reactant: [C:1]([CH:3]([C:9]1[CH:14]=[CH:13][CH:12]=[CH:11][CH:10]=1)[C:4]([O:6][CH2:7][CH3:8])=[O:5])#[N:2].Cl. Product: [NH2:2][CH2:1][CH:3]([C:9]1[CH:14]=[CH:13][CH:12]=[CH:11][CH:10]=1)[C:4]([O:6][CH2:7][CH3:8])=[O:5]. The catalyst class is: 8. (7) Reactant: [C:1]([C:4]1[CH:12]=[CH:11][C:7]([C:8]([OH:10])=O)=[CH:6][CH:5]=1)(=[O:3])[CH3:2].CCN(CC)CC.CN([P+](ON1N=NC2C=CC=CC1=2)(N(C)C)N(C)C)C.F[P-](F)(F)(F)(F)F.[NH2:47][C:48]1[CH:53]=[CH:52][CH:51]=[CH:50][C:49]=1[NH:54][C:55](=[O:61])[O:56][C:57]([CH3:60])([CH3:59])[CH3:58].[NH4+].[Cl-]. Product: [C:1]([C:4]1[CH:5]=[CH:6][C:7]([C:8]([NH:47][C:48]2[CH:53]=[CH:52][CH:51]=[CH:50][C:49]=2[NH:54][C:55](=[O:61])[O:56][C:57]([CH3:59])([CH3:58])[CH3:60])=[O:10])=[CH:11][CH:12]=1)(=[O:3])[CH3:2]. The catalyst class is: 31. (8) The catalyst class is: 11. Product: [CH:1]1([N:5]2[CH2:6][CH2:7][CH:8]([CH2:11][CH:12]3[CH2:17][CH2:16][N:15]([C:19]4[CH:20]=[CH:21][C:22]([C:25]([O:27][C:28]([CH3:31])([CH3:30])[CH3:29])=[O:26])=[N:23][CH:24]=4)[CH2:14][CH2:13]3)[CH2:9][CH2:10]2)[CH2:4][CH2:3][CH2:2]1. Reactant: [CH:1]1([N:5]2[CH2:10][CH2:9][CH:8]([CH2:11][CH:12]3[CH2:17][CH2:16][NH:15][CH2:14][CH2:13]3)[CH2:7][CH2:6]2)[CH2:4][CH2:3][CH2:2]1.Br[C:19]1[CH:20]=[CH:21][C:22]([C:25]([O:27][C:28]([CH3:31])([CH3:30])[CH3:29])=[O:26])=[N:23][CH:24]=1.C1C=CC(P(C2C(C3C(P(C4C=CC=CC=4)C4C=CC=CC=4)=CC=C4C=3C=CC=C4)=C3C(C=CC=C3)=CC=2)C2C=CC=CC=2)=CC=1.C([O-])([O-])=O.[Cs+].[Cs+]. (9) Reactant: C1C=C(Cl)C=C(C(OO)=[O:9])C=1.[Cl:12][C:13]1[CH:18]=[CH:17][N:16]=[CH:15][C:14]=1[F:19]. Product: [Cl:12][C:13]1[CH:18]=[CH:17][N+:16]([O-:9])=[CH:15][C:14]=1[F:19]. The catalyst class is: 2. (10) The catalyst class is: 3. Reactant: [CH2:1]([O:3][C:4](=[O:39])[CH2:5][N:6]1[C:12]2[CH:13]=[CH:14][CH:15]=[CH:16][C:11]=2[CH2:10][CH2:9][C@H:8]([NH:17][C:18]([C:20]2([CH2:25][CH:26]([CH2:30][C:31]([N:33]([CH:35]([CH3:37])[CH3:36])[CH3:34])=[O:32])[C:27]([OH:29])=[O:28])[CH2:24][CH2:23][CH2:22][CH2:21]2)=[O:19])[C:7]1=[O:38])[CH3:2].C(N([CH2:45][CH3:46])CC)C.[C:47]([O-:50])([O-:49])=[O:48].[K+].[K+].[CH3:53][C:54](=O)OCC. Product: [CH2:1]([O:3][C:4](=[O:39])[CH2:5][N:6]1[C:12]2[CH:13]=[CH:14][CH:15]=[CH:16][C:11]=2[CH2:10][CH2:9][C@H:8]([NH:17][C:18]([C:20]2([CH2:25][CH:26]([CH2:30][C:31]([N:33]([CH:35]([CH3:36])[CH3:37])[CH3:34])=[O:32])[C:27]([O:29][CH:53]([O:48][C:47]([O:50][CH2:45][CH3:46])=[O:49])[CH3:54])=[O:28])[CH2:24][CH2:23][CH2:22][CH2:21]2)=[O:19])[C:7]1=[O:38])[CH3:2].